Dataset: Reaction yield outcomes from USPTO patents with 853,638 reactions. Task: Predict the reaction yield, written as a fraction of the theoretical maximum amount of product (1.0 means a 100% yield; for example, 0.34 means a 34% yield). (1) The reactants are [F:1][C:2]1[CH:3]=[C:4]([C:20]([OH:22])=O)[C:5]2[CH:6]=[C:7]([NH:12][C@H:13]3[CH2:18][CH2:17][C@H:16]([OH:19])[CH2:15][CH2:14]3)[N:8]=[CH:9][C:10]=2[CH:11]=1.CN(C(ON1N=NC2C=CC=NC1=2)=[N+](C)C)C.F[P-](F)(F)(F)(F)F.C(N(CC)CC)C.[NH2:54][CH2:55][CH2:56][OH:57]. The catalyst is CC(N(C)C)=O. The product is [F:1][C:2]1[CH:3]=[C:4]([C:20]([NH:54][CH2:55][CH2:56][OH:57])=[O:22])[C:5]2[CH:6]=[C:7]([NH:12][C@H:13]3[CH2:18][CH2:17][C@H:16]([OH:19])[CH2:15][CH2:14]3)[N:8]=[CH:9][C:10]=2[CH:11]=1. The yield is 0.193. (2) The reactants are [F:1][C:2]1([F:17])[CH2:7][N:6]([C:8]([O:10][C:11]([CH3:14])([CH3:13])[CH3:12])=[O:9])[C@H:5]([CH:15]=O)[CH2:4][CH2:3]1.C1(P(=[CH:37][C:38]([O:40][CH2:41][CH3:42])=[O:39])(C2C=CC=CC=2)C2C=CC=CC=2)C=CC=CC=1. The catalyst is C(Cl)Cl. The product is [CH2:41]([O:40][C:38](=[O:39])[CH:37]=[CH:15][C@@H:5]1[CH2:4][CH2:3][C:2]([F:17])([F:1])[CH2:7][N:6]1[C:8]([O:10][C:11]([CH3:14])([CH3:13])[CH3:12])=[O:9])[CH3:42]. The yield is 0.781. (3) The reactants are [OH:1][CH2:2][C:3]1[CH:4]=[C:5]([S:9][C:10]2[CH:11]=[N:12][CH:13]=[C:14]([CH:17]=2)[C:15]#[N:16])[CH:6]=[CH:7][CH:8]=1.[OH:18][C:19]1[C:24]([CH2:25][CH2:26][CH3:27])=[C:23](O)[CH:22]=[CH:21][C:20]=1[C:29](=[O:31])[CH3:30]. No catalyst specified. The product is [C:29]([C:20]1[CH:21]=[CH:22][C:23]([O:1][CH2:2][C:3]2[CH:4]=[C:5]([S:9][C:10]3[CH:11]=[N:12][CH:13]=[C:14]([CH:17]=3)[C:15]#[N:16])[CH:6]=[CH:7][CH:8]=2)=[C:24]([CH2:25][CH2:26][CH3:27])[C:19]=1[OH:18])(=[O:31])[CH3:30]. The yield is 0.710. (4) The reactants are [CH:1]([C:4]1[NH:8][N:7]=[C:6](N)[CH:5]=1)([CH3:3])[CH3:2].CC1C=CC(S(O)(=O)=O)=CC=1.N([O-])=O.[Na+].[I-:25].[Na+]. The catalyst is C(#N)C.O. The product is [I:25][C:6]1[CH:5]=[C:4]([CH:1]([CH3:3])[CH3:2])[NH:8][N:7]=1. The yield is 0.640. (5) The reactants are [CH:1]1([CH2:6][CH:7]([N:11]2[C:16](=[O:17])[CH:15]=[C:14]([O:18][C:19]3[CH:20]=[CH:21][CH:22]=[C:23]4[C:28]=3[N:27]=[CH:26][CH:25]=[CH:24]4)[CH:13]=[N:12]2)[C:8](O)=[O:9])[CH2:5][CH2:4][CH2:3][CH2:2]1.[NH2:29][C:30]1[CH:34]=[CH:33][N:32]([CH2:35][C:36]([CH3:39])([OH:38])[CH3:37])[N:31]=1. No catalyst specified. The product is [CH:1]1([CH2:6][CH:7]([N:11]2[C:16](=[O:17])[CH:15]=[C:14]([O:18][C:19]3[CH:20]=[CH:21][CH:22]=[C:23]4[C:28]=3[N:27]=[CH:26][CH:25]=[CH:24]4)[CH:13]=[N:12]2)[C:8]([NH:29][C:30]2[CH:34]=[CH:33][N:32]([CH2:35][C:36]([OH:38])([CH3:37])[CH3:39])[N:31]=2)=[O:9])[CH2:2][CH2:3][CH2:4][CH2:5]1. The yield is 0.250.